This data is from CYP2C19 inhibition data for predicting drug metabolism from PubChem BioAssay. The task is: Regression/Classification. Given a drug SMILES string, predict its absorption, distribution, metabolism, or excretion properties. Task type varies by dataset: regression for continuous measurements (e.g., permeability, clearance, half-life) or binary classification for categorical outcomes (e.g., BBB penetration, CYP inhibition). Dataset: cyp2c19_veith. The drug is O=C(NCc1ccccc1)c1sc(=S)n2c1[nH]c(=O)c1ccccc12. The result is 1 (inhibitor).